Regression. Given two drug SMILES strings and cell line genomic features, predict the synergy score measuring deviation from expected non-interaction effect. From a dataset of NCI-60 drug combinations with 297,098 pairs across 59 cell lines. (1) Drug 1: CC=C1C(=O)NC(C(=O)OC2CC(=O)NC(C(=O)NC(CSSCCC=C2)C(=O)N1)C(C)C)C(C)C. Drug 2: CC(C)CN1C=NC2=C1C3=CC=CC=C3N=C2N. Cell line: IGROV1. Synergy scores: CSS=54.0, Synergy_ZIP=6.99, Synergy_Bliss=7.21, Synergy_Loewe=-21.6, Synergy_HSA=6.95. (2) Drug 1: CC1=C(C=C(C=C1)NC2=NC=CC(=N2)N(C)C3=CC4=NN(C(=C4C=C3)C)C)S(=O)(=O)N.Cl. Drug 2: C(=O)(N)NO. Cell line: MDA-MB-435. Synergy scores: CSS=-1.74, Synergy_ZIP=4.66, Synergy_Bliss=6.94, Synergy_Loewe=3.05, Synergy_HSA=1.95. (3) Drug 1: CC1=C2C(C(=O)C3(C(CC4C(C3C(C(C2(C)C)(CC1OC(=O)C(C(C5=CC=CC=C5)NC(=O)OC(C)(C)C)O)O)OC(=O)C6=CC=CC=C6)(CO4)OC(=O)C)O)C)O. Drug 2: C1CCC(C(C1)N)N.C(=O)(C(=O)[O-])[O-].[Pt+4]. Cell line: OVCAR-5. Synergy scores: CSS=49.8, Synergy_ZIP=-8.96, Synergy_Bliss=-4.93, Synergy_Loewe=-10.4, Synergy_HSA=0.131.